This data is from NCI-60 drug combinations with 297,098 pairs across 59 cell lines. The task is: Regression. Given two drug SMILES strings and cell line genomic features, predict the synergy score measuring deviation from expected non-interaction effect. (1) Drug 1: C1=NC2=C(N=C(N=C2N1C3C(C(C(O3)CO)O)O)F)N. Drug 2: C(=O)(N)NO. Cell line: DU-145. Synergy scores: CSS=-4.81, Synergy_ZIP=0.358, Synergy_Bliss=0.503, Synergy_Loewe=-4.66, Synergy_HSA=-3.26. (2) Drug 1: CCN(CC)CCNC(=O)C1=C(NC(=C1C)C=C2C3=C(C=CC(=C3)F)NC2=O)C. Drug 2: CN1C2=C(C=C(C=C2)N(CCCl)CCCl)N=C1CCCC(=O)O.Cl. Cell line: SF-295. Synergy scores: CSS=5.07, Synergy_ZIP=0.0329, Synergy_Bliss=2.08, Synergy_Loewe=2.18, Synergy_HSA=1.70. (3) Drug 1: CC1=C2C(C(=O)C3(C(CC4C(C3C(C(C2(C)C)(CC1OC(=O)C(C(C5=CC=CC=C5)NC(=O)OC(C)(C)C)O)O)OC(=O)C6=CC=CC=C6)(CO4)OC(=O)C)O)C)O. Drug 2: C1CN1C2=NC(=NC(=N2)N3CC3)N4CC4. Cell line: SW-620. Synergy scores: CSS=28.1, Synergy_ZIP=-11.0, Synergy_Bliss=-2.78, Synergy_Loewe=-15.5, Synergy_HSA=-2.67. (4) Drug 1: CC(CN1CC(=O)NC(=O)C1)N2CC(=O)NC(=O)C2. Drug 2: CS(=O)(=O)CCNCC1=CC=C(O1)C2=CC3=C(C=C2)N=CN=C3NC4=CC(=C(C=C4)OCC5=CC(=CC=C5)F)Cl. Cell line: NCI-H522. Synergy scores: CSS=29.9, Synergy_ZIP=-6.34, Synergy_Bliss=1.98, Synergy_Loewe=-0.317, Synergy_HSA=2.56. (5) Drug 1: CCC1(CC2CC(C3=C(CCN(C2)C1)C4=CC=CC=C4N3)(C5=C(C=C6C(=C5)C78CCN9C7C(C=CC9)(C(C(C8N6C)(C(=O)OC)O)OC(=O)C)CC)OC)C(=O)OC)O. Drug 2: CS(=O)(=O)CCNCC1=CC=C(O1)C2=CC3=C(C=C2)N=CN=C3NC4=CC(=C(C=C4)OCC5=CC(=CC=C5)F)Cl. Cell line: UACC62. Synergy scores: CSS=44.8, Synergy_ZIP=0.700, Synergy_Bliss=-0.543, Synergy_Loewe=-0.438, Synergy_HSA=1.48.